This data is from Forward reaction prediction with 1.9M reactions from USPTO patents (1976-2016). The task is: Predict the product of the given reaction. (1) Given the reactants [CH:1]1([N:4]2[CH:9]3[CH2:10][CH2:11][CH:5]2[CH2:6][C:7](=O)[CH2:8]3)[CH2:3][CH2:2]1.N1C=CC=CC=1.Cl.[NH2:20][OH:21], predict the reaction product. The product is: [CH:1]1([N:4]2[CH:9]3[CH2:10][CH2:11][CH:5]2[CH2:6][C:7](=[N:20][OH:21])[CH2:8]3)[CH2:3][CH2:2]1. (2) Given the reactants [CH:1]1([C:4]2[N:5]([CH2:29][CH3:30])[C:6]3[C:11]([N:12]=2)=[C:10]([N:13]2[CH2:18][CH2:17][O:16][CH2:15][C@@H:14]2[CH3:19])[N:9]=[C:8]([C:20]2[CH:25]=[CH:24][C:23]([N+:26]([O-])=O)=[CH:22][CH:21]=2)[N:7]=3)[CH2:3][CH2:2]1.C1COCC1, predict the reaction product. The product is: [CH:1]1([C:4]2[N:5]([CH2:29][CH3:30])[C:6]3[C:11]([N:12]=2)=[C:10]([N:13]2[CH2:18][CH2:17][O:16][CH2:15][C@@H:14]2[CH3:19])[N:9]=[C:8]([C:20]2[CH:21]=[CH:22][C:23]([NH2:26])=[CH:24][CH:25]=2)[N:7]=3)[CH2:2][CH2:3]1. (3) Given the reactants [C:1]1([NH2:8])[CH:6]=[CH:5][CH:4]=[CH:3][C:2]=1[NH2:7].CCN(CC)CC.Br[CH2:17][C:18](OCC)=[O:19], predict the reaction product. The product is: [NH:7]1[C:2]2[C:1](=[CH:6][CH:5]=[CH:4][CH:3]=2)[NH:8][CH2:17][C:18]1=[O:19]. (4) Given the reactants [NH2:1][C:2]1[NH:6][N:5]=[CH:4][C:3]=1[C:7]#[N:8].[CH3:9][O:10][C:11]1[CH:19]=[C:18]2[C:14]([CH2:15][CH2:16][CH2:17]2)=[CH:13][C:12]=1[CH:20]=O.[CH:22]1([N+:27]#[C-:28])[CH2:26][CH2:25][CH2:24][CH2:23]1.Cl(O)(=O)(=O)=O, predict the reaction product. The product is: [CH:22]1([NH:27][C:28]2[N:6]3[N:5]=[CH:4][C:3]([C:7]#[N:8])=[C:2]3[NH:1][C:20]=2[C:12]2[CH:13]=[C:14]3[C:18](=[CH:19][C:11]=2[O:10][CH3:9])[CH2:17][CH2:16][CH2:15]3)[CH2:26][CH2:25][CH2:24][CH2:23]1. (5) Given the reactants C([N:8]1[CH2:13][C:12]([CH3:15])([CH3:14])[O:11][CH2:10][CH:9]1[CH2:16][OH:17])C1C=CC=CC=1, predict the reaction product. The product is: [CH3:14][C:12]1([CH3:15])[CH2:13][NH:8][CH:9]([CH2:16][OH:17])[CH2:10][O:11]1. (6) Given the reactants [NH2:1][C@H:2]1[CH2:7][CH2:6][C@H:5]([NH2:8])[CH2:4][CH2:3]1.C(O)(C)C.C(=O)=O.[CH:16]1([N:22]=[C:23]=[O:24])[CH2:21][CH2:20][CH2:19][CH2:18][CH2:17]1, predict the reaction product. The product is: [NH2:1][C@H:2]1[CH2:7][CH2:6][C@H:5]([NH:8][C:23]([NH:22][CH:16]2[CH2:21][CH2:20][CH2:19][CH2:18][CH2:17]2)=[O:24])[CH2:4][CH2:3]1.